From a dataset of Reaction yield outcomes from USPTO patents with 853,638 reactions. Predict the reaction yield, written as a fraction of the theoretical maximum amount of product (1.0 means a 100% yield; for example, 0.34 means a 34% yield). (1) The reactants are [Cl:1][C:2]1[CH:19]=[C:18]([N+:20]([O-])=O)[CH:17]=[C:16]([Cl:23])[C:3]=1[O:4][C:5]1[CH:6]=[N:7][C:8]2[C:13]([CH:14]=1)=[CH:12][C:11]([CH3:15])=[CH:10][CH:9]=2.[NH4+].[Cl-]. The catalyst is CCO.C1COCC1.O.[Fe]. The product is [Cl:1][C:2]1[CH:19]=[C:18]([NH2:20])[CH:17]=[C:16]([Cl:23])[C:3]=1[O:4][C:5]1[CH:6]=[N:7][C:8]2[C:13]([CH:14]=1)=[CH:12][C:11]([CH3:15])=[CH:10][CH:9]=2. The yield is 0.980. (2) The yield is 0.690. The reactants are [CH:1]1([C:5]2[C:13](I)=[CH:12][C:8]([C:9]([OH:11])=[O:10])=[C:7]([CH2:15][CH3:16])[CH:6]=2)[CH2:4][CH2:3][CH2:2]1.[Li]CCCC.[C:22](=O)([O:25]C)[O:23][CH3:24]. The product is [CH:1]1([C:5]2[C:13]([C:22]([O:23][CH3:24])=[O:25])=[CH:12][C:8]([C:9]([OH:11])=[O:10])=[C:7]([CH2:15][CH3:16])[CH:6]=2)[CH2:4][CH2:3][CH2:2]1. The catalyst is C1COCC1.